This data is from Catalyst prediction with 721,799 reactions and 888 catalyst types from USPTO. The task is: Predict which catalyst facilitates the given reaction. Reactant: Cl.[Cl:2][C:3]1[CH:4]=[C:5]2[C:9](=[CH:10][CH:11]=1)[NH:8][CH:7]=[C:6]2[CH2:12][CH2:13][NH2:14].CN(C(ON1N=NC2C=CC=NC1=2)=[N+](C)C)C.F[P-](F)(F)(F)(F)F.Cl.[CH2:40]([N:47]1[CH2:51][CH2:50][C@@H:49]([C:52](O)=[O:53])[CH2:48]1)[C:41]1[CH:46]=[CH:45][CH:44]=[CH:43][CH:42]=1.C(N(CC)C(C)C)(C)C. Product: [CH2:40]([N:47]1[CH2:51][CH2:50][C@@H:49]([C:52]([NH:14][CH2:13][CH2:12][C:6]2[C:5]3[C:9](=[CH:10][CH:11]=[C:3]([Cl:2])[CH:4]=3)[NH:8][CH:7]=2)=[O:53])[CH2:48]1)[C:41]1[CH:46]=[CH:45][CH:44]=[CH:43][CH:42]=1. The catalyst class is: 3.